This data is from Full USPTO retrosynthesis dataset with 1.9M reactions from patents (1976-2016). The task is: Predict the reactants needed to synthesize the given product. Given the product [CH2:1]([N:8]([CH3:29])[C:9]1[C:10]2[CH2:26][O:25][C:24]([CH3:28])([CH3:27])[CH2:23][C:11]=2[C:12]2[C:16]3=[N:17][CH:18]=[N:19][C:20]([NH:38][CH2:37][CH2:36][N:30]4[CH2:35][CH2:34][O:33][CH2:32][CH2:31]4)=[C:15]3[S:14][C:13]=2[N:22]=1)[C:2]1[CH:7]=[CH:6][CH:5]=[CH:4][CH:3]=1, predict the reactants needed to synthesize it. The reactants are: [CH2:1]([N:8]([CH3:29])[C:9]1[C:10]2[CH2:26][O:25][C:24]([CH3:28])([CH3:27])[CH2:23][C:11]=2[C:12]2[C:16]3=[N:17][CH:18]=[N:19][C:20](Cl)=[C:15]3[S:14][C:13]=2[N:22]=1)[C:2]1[CH:7]=[CH:6][CH:5]=[CH:4][CH:3]=1.[N:30]1([CH2:36][CH2:37][NH2:38])[CH2:35][CH2:34][O:33][CH2:32][CH2:31]1.